This data is from Forward reaction prediction with 1.9M reactions from USPTO patents (1976-2016). The task is: Predict the product of the given reaction. (1) The product is: [NH2:9][C:3]1[N:4]=[CH:5][N:6]=[C:7]([NH:10][CH2:11][CH2:12][CH:13]2[CH2:14][CH2:15][N:16]([C:19](=[O:21])[CH:42]=[CH2:43])[CH2:17][CH2:18]2)[C:2]=1[C:30]1[CH:31]=[CH:32][C:27]([O:26][C:33]2[CH:38]=[CH:37][CH:36]=[CH:35][CH:34]=2)=[CH:28][CH:29]=1. Given the reactants Cl[C:2]1[C:3]([NH2:9])=[N:4][CH:5]=[N:6][C:7]=1Cl.[NH2:10][CH2:11][CH2:12][CH:13]1[CH2:18][CH2:17][N:16]([C:19]([O:21]C(C)(C)C)=O)[CH2:15][CH2:14]1.[O:26]([C:33]1[CH:38]=[CH:37][C:36](B(O)O)=[CH:35][CH:34]=1)[C:27]1[CH:32]=[CH:31][CH:30]=[CH:29][CH:28]=1.[C:42](Cl)(=O)[CH:43]=C, predict the reaction product. (2) Given the reactants [Br:1][C:2]1[CH:20]=[CH:19][C:5]([NH:6][C:7]2[C:16]3[C:11](=[CH:12][CH:13]=[C:14]([O:17][CH3:18])[CH:15]=3)[N:10]=[CH:9][N:8]=2)=[C:4]([F:21])[CH:3]=1.C=O.[OH-].[K+].[O:26]1[CH2:30][CH2:29][CH2:28][CH2:27]1, predict the reaction product. The product is: [Br:1][C:2]1[CH:20]=[CH:19][C:5]([NH:6][C:7]2[C:16]3[C:11](=[CH:12][C:13]([O:26][CH2:30][CH:29]4[CH2:4][CH2:5][N:6]([CH3:7])[CH2:27][CH2:28]4)=[C:14]([O:17][CH3:18])[CH:15]=3)[N:10]=[CH:9][N:8]=2)=[C:4]([F:21])[CH:3]=1. (3) Given the reactants [C:1]([C:5]1[CH:10]=[CH:9][C:8](B(O)O)=[C:7]([F:14])[C:6]=1[O:15][Si](C(C)(C)C)(C)C)([CH3:4])([CH3:3])[CH3:2].[NH2:23][C:24]1[CH:29]=[N:28][C:27](Br)=[CH:26][N:25]=1, predict the reaction product. The product is: [NH2:23][C:24]1[N:25]=[CH:26][C:27]([C:8]2[C:7]([F:14])=[C:6]([OH:15])[C:5]([C:1]([CH3:2])([CH3:3])[CH3:4])=[CH:10][CH:9]=2)=[N:28][CH:29]=1. (4) Given the reactants [C:1]([NH:11][C@H:12]([C:15]([OH:17])=[O:16])[CH2:13]Cl)([O:3][CH2:4][C:5]1[CH:10]=[CH:9][CH:8]=[CH:7][CH:6]=1)=[O:2].C(=O)([O-])[O-].[Na+].[Na+].[C:24]1([SH:30])[CH:29]=[CH:28][CH:27]=[CH:26][CH:25]=1.Cl, predict the reaction product. The product is: [C:1]([NH:11][C@H:12]([C:15]([OH:17])=[O:16])[CH2:13][S:30][C:24]1[CH:29]=[CH:28][CH:27]=[CH:26][CH:25]=1)([O:3][CH2:4][C:5]1[CH:10]=[CH:9][CH:8]=[CH:7][CH:6]=1)=[O:2]. (5) Given the reactants [N:1]12[CH2:8][CH2:7][CH:4]([CH2:5][CH2:6]1)[C@@H:3]([O:9][C:10]1[N:15]=[N:14][C:13]([C:16]3[CH:17]=[C:18]4[C:22](=[CH:23][CH:24]=3)[NH:21][CH:20]=[CH:19]4)=[CH:12][CH:11]=1)[CH2:2]2.[C:25]([O:29][C:30](O[C:30]([O:29][C:25]([CH3:28])([CH3:27])[CH3:26])=[O:31])=[O:31])([CH3:28])([CH3:27])[CH3:26].CCN(CC)CC, predict the reaction product. The product is: [C:25]([O:29][C:30]([N:21]1[C:22]2[C:18](=[CH:17][C:16]([C:13]3[N:14]=[N:15][C:10]([O:9][C@@H:3]4[CH:4]5[CH2:7][CH2:8][N:1]([CH2:6][CH2:5]5)[CH2:2]4)=[CH:11][CH:12]=3)=[CH:24][CH:23]=2)[CH:19]=[CH:20]1)=[O:31])([CH3:28])([CH3:27])[CH3:26]. (6) Given the reactants Br[C:2]1[CH:7]=[CH:6][CH:5]=[CH:4][C:3]=1[C:8]([C:27]([O:29][CH3:30])=[O:28])=[C:9]([NH:11][CH:12]([CH:14]1[CH2:19][CH2:18][N:17]([C:20]([O:22][C:23]([CH3:26])([CH3:25])[CH3:24])=[O:21])[CH2:16][CH2:15]1)[CH3:13])[CH3:10].C1(P(C2CCCCC2)C2C=CC=CC=2C2C(OC(C)C)=CC=CC=2OC(C)C)CCCCC1.O1CCOCC1.C[O-].[Na+], predict the reaction product. The product is: [C:23]([O:22][C:20]([N:17]1[CH2:18][CH2:19][CH:14]([CH:12]([N:11]2[C:4]3[C:3](=[CH:2][CH:7]=[CH:6][CH:5]=3)[C:8]([C:27]([O:29][CH3:30])=[O:28])=[C:9]2[CH3:10])[CH3:13])[CH2:15][CH2:16]1)=[O:21])([CH3:26])([CH3:25])[CH3:24]. (7) Given the reactants [CH2:1]([C:3]1[C:8](=[O:9])[NH:7][C:6]([CH3:10])=[C:5]([C:11]2[S:15][C:14]([S:16](Cl)(=[O:18])=[O:17])=[CH:13][CH:12]=2)[CH:4]=1)[CH3:2].[NH2:20][CH2:21][CH:22]([C:24]1[CH:29]=[CH:28][CH:27]=[CH:26][CH:25]=1)[OH:23], predict the reaction product. The product is: [OH:23][CH:22]([C:24]1[CH:29]=[CH:28][CH:27]=[CH:26][CH:25]=1)[CH2:21][NH:20][S:16]([C:14]1[S:15][C:11]([C:5]2[CH:4]=[C:3]([CH2:1][CH3:2])[C:8](=[O:9])[NH:7][C:6]=2[CH3:10])=[CH:12][CH:13]=1)(=[O:18])=[O:17]. (8) The product is: [F:34][C@H:35]1[C@@H:40]([O:41][C:2]2[CH:9]=[CH:8][C:7]([C:10]3[N:15]=[C:14]([NH:16][C:17]4[CH:22]=[CH:21][C:20]([N:23]5[CH2:28][CH2:27][N:26]([CH:29]6[CH2:30][O:31][CH2:32]6)[CH2:25][CH2:24]5)=[C:19]([F:33])[CH:18]=4)[N:13]=[CH:12][N:11]=3)=[CH:6][C:3]=2[C:4]#[N:5])[CH2:39][CH2:38][N:37]([C:42](=[O:44])[CH2:50][OH:51])[CH2:36]1. Given the reactants F[C:2]1[CH:9]=[CH:8][C:7]([C:10]2[N:15]=[C:14]([NH:16][C:17]3[CH:22]=[CH:21][C:20]([N:23]4[CH2:28][CH2:27][N:26]([CH:29]5[CH2:32][O:31][CH2:30]5)[CH2:25][CH2:24]4)=[C:19]([F:33])[CH:18]=3)[N:13]=[CH:12][N:11]=2)=[CH:6][C:3]=1[C:4]#[N:5].[F:34][C@H:35]1[C@@H:40]([OH:41])[CH2:39][CH2:38][N:37]([C:42]([O:44]C(C)(C)C)=O)[CH2:36]1.C(O)(=O)[CH2:50][OH:51], predict the reaction product.